From a dataset of Catalyst prediction with 721,799 reactions and 888 catalyst types from USPTO. Predict which catalyst facilitates the given reaction. (1) Reactant: [Br:1][C:2]1[C:11]2[C:10]([CH3:13])([CH3:12])[CH2:9][CH:8]=[C:7]([C:14]([CH3:17])([CH3:16])[CH3:15])[C:6]=2[CH:5]=[C:4]([C:18]([CH3:29])=[C:19]([F:28])[CH:20]=[CH:21][C:22]([CH3:27])=[CH:23][C:24]([O-:26])=[O:25])[C:3]=1[O:30][CH2:31][CH3:32].[OH-].[Na+]. Product: [Br:1][C:2]1[C:11]2[C:10]([CH3:12])([CH3:13])[CH2:9][CH:8]=[C:7]([C:14]([CH3:17])([CH3:15])[CH3:16])[C:6]=2[CH:5]=[C:4]([C:18]([CH3:29])=[C:19]([F:28])[CH:20]=[CH:21][C:22]([CH3:27])=[CH:23][C:24]([OH:26])=[O:25])[C:3]=1[O:30][CH2:31][CH3:32]. The catalyst class is: 8. (2) Reactant: C([Li])CCC.[CH3:6][C:7]([SH:10])([CH3:9])[CH3:8].Br[CH2:12][CH2:13][CH2:14][CH2:15][CH2:16][CH2:17][CH2:18][CH2:19][CH2:20][CH2:21][CH2:22][CH2:23][CH2:24][CH2:25][CH2:26][CH2:27][OH:28]. Product: [C:7]([S:10][CH2:12][CH2:13][CH2:14][CH2:15][CH2:16][CH2:17][CH2:18][CH2:19][CH2:20][CH2:21][CH2:22][CH2:23][CH2:24][CH2:25][CH2:26][CH2:27][OH:28])([CH3:9])([CH3:8])[CH3:6]. The catalyst class is: 598. (3) Reactant: [CH3:1][N:2]1[C:6]2=[N:7][CH:8]=[CH:9][CH:10]=[C:5]2[C:4](/[CH:11]=[CH:12]/[N+:13]([O-])=O)=[CH:3]1.[H-].[H-].[H-].[H-].[Li+].[Al+3].[OH-].[K+].[O-]S([O-])(=O)=O.[Na+].[Na+]. Product: [CH3:1][N:2]1[C:6]2=[N:7][CH:8]=[CH:9][CH:10]=[C:5]2[C:4]([CH2:11][CH2:12][NH2:13])=[CH:3]1. The catalyst class is: 20. (4) Reactant: [Br:1][C:2]1[CH:3]=[C:4]2[C:9](=[C:10]([CH:12]=O)[CH:11]=1)[O:8][C:7]([CH3:15])([CH3:14])[CH2:6][C:5]2([CH3:17])[CH3:16].C(#N)C.[CH:21]1([NH2:24])[CH2:23][CH2:22]1.C([BH3-])#N.[Na+]. Product: [Br:1][C:2]1[CH:3]=[C:4]2[C:9](=[C:10]([CH2:12][NH:24][CH:21]3[CH2:23][CH2:22]3)[CH:11]=1)[O:8][C:7]([CH3:15])([CH3:14])[CH2:6][C:5]2([CH3:17])[CH3:16]. The catalyst class is: 411. (5) Reactant: Br[C:2]1[C:3]([O:14][CH3:15])=[C:4]([C:8]2[CH:13]=[CH:12][CH:11]=[CH:10][CH:9]=2)[CH:5]=[CH:6][CH:7]=1.C([Li])CCC.[CH2:21]([O:28][C:29]1[C:34]([C:35]([CH3:38])([CH3:37])[CH3:36])=[CH:33][CH:32]=[CH:31][C:30]=1[C:39]([C:41]1[CH:46]=[CH:45][CH:44]=[CH:43][CH:42]=1)=[O:40])[C:22]1[CH:27]=[CH:26][CH:25]=[CH:24][CH:23]=1.[Cl-].[NH4+]. Product: [CH2:21]([O:28][C:29]1[C:34]([C:35]([CH3:38])([CH3:37])[CH3:36])=[CH:33][CH:32]=[CH:31][C:30]=1[C:39]([C:2]1[C:3]([O:14][CH3:15])=[C:4]([C:8]2[CH:13]=[CH:12][CH:11]=[CH:10][CH:9]=2)[CH:5]=[CH:6][CH:7]=1)([C:41]1[CH:42]=[CH:43][CH:44]=[CH:45][CH:46]=1)[OH:40])[C:22]1[CH:23]=[CH:24][CH:25]=[CH:26][CH:27]=1. The catalyst class is: 7. (6) Reactant: [Cl:1][C:2]1[CH:34]=[CH:33][CH:32]=[C:31]([C:35]([F:38])([F:37])[F:36])[C:3]=1[C:4]([N:6]1[C:14]2[C:9](=[N:10][CH:11]=[C:12]([C:15]([CH:17]3[CH2:19][CH2:18]3)=[O:16])[CH:13]=2)[C:8]([C:20]2[CH:29]=[CH:28][C:23]([C:24]([O:26]C)=[O:25])=[CH:22][C:21]=2[F:30])=[N:7]1)=[O:5].O[Li].O. Product: [Cl:1][C:2]1[CH:34]=[CH:33][CH:32]=[C:31]([C:35]([F:36])([F:38])[F:37])[C:3]=1[C:4]([N:6]1[C:14]2[C:9](=[N:10][CH:11]=[C:12]([C:15]([CH:17]3[CH2:19][CH2:18]3)=[O:16])[CH:13]=2)[C:8]([C:20]2[CH:29]=[CH:28][C:23]([C:24]([OH:26])=[O:25])=[CH:22][C:21]=2[F:30])=[N:7]1)=[O:5]. The catalyst class is: 20. (7) Reactant: Cl.[CH3:2][S:3]([NH:6][C:7]1[CH:15]=[C:14]2[C:10]([CH:11]=[C:12]([C:16]([OH:18])=O)[NH:13]2)=[CH:9][CH:8]=1)(=[O:5])=[O:4].[F:19][C:20]([F:34])([C:28]1[CH:33]=[CH:32][CH:31]=[CH:30][CH:29]=1)[C:21]1[CH:22]=[C:23]([CH:25]=[CH:26][CH:27]=1)[NH2:24].CN(C(ON1N=NC2C=CC=NC1=2)=[N+](C)C)C.F[P-](F)(F)(F)(F)F.CCN(C(C)C)C(C)C. Product: [F:19][C:20]([F:34])([C:28]1[CH:29]=[CH:30][CH:31]=[CH:32][CH:33]=1)[C:21]1[CH:22]=[C:23]([NH:24][C:16]([C:12]2[NH:13][C:14]3[C:10]([CH:11]=2)=[CH:9][CH:8]=[C:7]([NH:6][S:3]([CH3:2])(=[O:4])=[O:5])[CH:15]=3)=[O:18])[CH:25]=[CH:26][CH:27]=1. The catalyst class is: 3. (8) Reactant: [C:1]([N:8]1[CH2:11][CH:10]([OH:12])[CH2:9]1)([O:3][C:4]([CH3:7])([CH3:6])[CH3:5])=[O:2].C(N(CC)CC)C.[CH3:20][S:21](Cl)(=[O:23])=[O:22]. The catalyst class is: 143. Product: [C:4]([O:3][C:1]([N:8]1[CH2:11][CH:10]([O:12][S:21]([CH3:20])(=[O:23])=[O:22])[CH2:9]1)=[O:2])([CH3:7])([CH3:6])[CH3:5]. (9) Reactant: [CH3:1][O:2][C:3](=[O:39])[C:4]1[CH:9]=[CH:8][CH:7]=[C:6]([CH2:10][N:11]2[C:15](=[O:16])[C:14]([C:18]3[CH:23]=[CH:22][CH:21]=[C:20]([C:24]#[C:25][CH2:26][NH:27]C(OCC4C=CC=CC=4)=O)[CH:19]=3)([CH3:17])[NH:13][C:12]2=[O:38])[CH:5]=1.C(O)(=O)C. Product: [CH3:1][O:2][C:3](=[O:39])[C:4]1[CH:9]=[CH:8][CH:7]=[C:6]([CH2:10][N:11]2[C:15](=[O:16])[C:14]([C:18]3[CH:23]=[CH:22][CH:21]=[C:20]([CH2:24][CH2:25][CH2:26][NH2:27])[CH:19]=3)([CH3:17])[NH:13][C:12]2=[O:38])[CH:5]=1. The catalyst class is: 19. (10) Reactant: [Na].C(O)CC.[CH2:6]([O:13][CH2:14][CH2:15][C:16]([C:18]1[C:19](=[O:30])[NH:20][C:21]2[C:26]([C:27]=1[OH:28])=[CH:25][C:24]([Cl:29])=[CH:23][CH:22]=2)=[O:17])[C:7]1C=CC=C[CH:8]=1. Product: [Cl:29][C:24]1[CH:25]=[C:26]2[C:21](=[CH:22][CH:23]=1)[NH:20][C:19](=[O:30])[C:18]([C:16](=[O:17])[CH2:15][CH2:14][O:13][CH2:6][CH2:7][CH3:8])=[C:27]2[OH:28]. The catalyst class is: 260.